This data is from Catalyst prediction with 721,799 reactions and 888 catalyst types from USPTO. The task is: Predict which catalyst facilitates the given reaction. (1) Reactant: Br[C:2]1[CH:7]=[CH:6][C:5]([OH:8])=[CH:4][C:3]=1[Cl:9].[F:10][C:11]([F:22])([F:21])[C:12]1[CH:13]=[C:14](B(O)O)[CH:15]=[CH:16][CH:17]=1.[F-].[K+]. The catalyst class is: 12. Product: [Cl:9][C:3]1[CH:4]=[C:5]([OH:8])[CH:6]=[CH:7][C:2]=1[C:16]1[CH:15]=[CH:14][CH:13]=[C:12]([C:11]([F:22])([F:21])[F:10])[CH:17]=1. (2) Reactant: [C:1]1([CH2:7][O:8][C:9](=[O:29])[NH:10][CH2:11][CH2:12][C:13]2[C:21]3[C:16](=[CH:17][CH:18]=[CH:19][CH:20]=3)[NH:15][C:14]=2[C:22]([CH3:28])([CH3:27])[CH:23]([OH:26])CO)[CH:6]=[CH:5][CH:4]=[CH:3][CH:2]=1.CC(C)=O.C(Cl)Cl.[O-]S([O-])(=O)=O.[Na+].[Na+]. Product: [C:1]1([CH2:7][O:8][C:9](=[O:29])[NH:10][CH2:11][CH2:12][C:13]2[C:21]3[C:16](=[CH:17][CH:18]=[CH:19][CH:20]=3)[NH:15][C:14]=2[C:22]([CH3:27])([CH3:28])[CH:23]=[O:26])[CH:6]=[CH:5][CH:4]=[CH:3][CH:2]=1. The catalyst class is: 6.